Task: Predict which catalyst facilitates the given reaction.. Dataset: Catalyst prediction with 721,799 reactions and 888 catalyst types from USPTO (1) Reactant: [CH3:1][O:2][C:3]1[CH:4]=[C:5]([C:17]2[C:25]3[C:20](=[N:21][CH:22]=[N:23][C:24]=3[NH2:26])[N:19]([CH:27]3[CH2:32][CH2:31][NH:30][CH2:29][CH2:28]3)[N:18]=2)[CH:6]=[CH:7][C:8]=1[NH:9][CH2:10][C:11]1[O:12][C:13]([CH3:16])=[CH:14][CH:15]=1.[CH3:33][N:34]1[CH:38]=[CH:37][N:36]=[C:35]1[CH:39]=O.C(O)(=O)C.C(O[BH-](OC(=O)C)OC(=O)C)(=O)C.[Na+]. Product: [CH3:1][O:2][C:3]1[CH:4]=[C:5]([C:17]2[C:25]3[C:20](=[N:21][CH:22]=[N:23][C:24]=3[NH2:26])[N:19]([CH:27]3[CH2:32][CH2:31][N:30]([CH2:39][C:35]4[N:34]([CH3:33])[CH:38]=[CH:37][N:36]=4)[CH2:29][CH2:28]3)[N:18]=2)[CH:6]=[CH:7][C:8]=1[NH:9][CH2:10][C:11]1[O:12][C:13]([CH3:16])=[CH:14][CH:15]=1. The catalyst class is: 68. (2) Reactant: Cl[C:2]1[C:3]2[CH:4]=[C:5]3[CH:17]=[C:16]([O:18][CH3:19])[C:15]([O:20][CH3:21])=[CH:14][C:6]3=[N:7][C:8]=2[N:9]=[CH:10][C:11]=1[C:12]#[N:13].[Cl:22][C:23]1[CH:29]=[C:28]([Cl:30])[C:27]([O:31][CH3:32])=[CH:26][C:24]=1[NH2:25].Cl.N1C=CC=CC=1. Product: [Cl:22][C:23]1[CH:29]=[C:28]([Cl:30])[C:27]([O:31][CH3:32])=[CH:26][C:24]=1[NH:25][C:2]1[C:3]2[CH:4]=[C:5]3[CH:17]=[C:16]([O:18][CH3:19])[C:15]([O:20][CH3:21])=[CH:14][C:6]3=[N:7][C:8]=2[N:9]=[CH:10][C:11]=1[C:12]#[N:13]. The catalyst class is: 486. (3) Reactant: [CH2:1]([O:3][C:4]1[CH:5]=[C:6]([CH:25]=[CH:26][C:27]=1[O:28][CH3:29])[CH2:7][N:8]1[CH2:13][CH2:12][CH:11]([NH:14][C:15]2[O:16][C:17]3[CH:23]=[CH:22][C:21]([NH2:24])=[CH:20][C:18]=3[N:19]=2)[CH2:10][CH2:9]1)[CH3:2].[C:30](Cl)(=[O:32])[CH3:31].C(N(C(C)C)CC)(C)C. Product: [CH2:1]([O:3][C:4]1[CH:5]=[C:6]([CH:25]=[CH:26][C:27]=1[O:28][CH3:29])[CH2:7][N:8]1[CH2:9][CH2:10][CH:11]([NH:14][C:15]2[O:16][C:17]3[CH:23]=[CH:22][C:21]([NH:24][C:30](=[O:32])[CH3:31])=[CH:20][C:18]=3[N:19]=2)[CH2:12][CH2:13]1)[CH3:2]. The catalyst class is: 3. (4) Reactant: [NH2:1][CH2:2][CH:3]1[C:7]2[CH:8]=[C:9]([C:12]3[C:20]4[C:15](=[CH:16][C:17]([F:21])=[CH:18][CH:19]=4)[NH:14][CH:13]=3)[CH:10]=[CH:11][C:6]=2[S:5](=[O:23])(=[O:22])[N:4]1[C:24]([CH3:27])([CH3:26])[CH3:25].CCN(C(C)C)C(C)C.[CH3:37][S:38](Cl)(=[O:40])=[O:39]. Product: [C:24]([N:4]1[CH:3]([CH2:2][NH:1][S:38]([CH3:37])(=[O:40])=[O:39])[C:7]2[CH:8]=[C:9]([C:12]3[C:20]4[C:15](=[CH:16][C:17]([F:21])=[CH:18][CH:19]=4)[NH:14][CH:13]=3)[CH:10]=[CH:11][C:6]=2[S:5]1(=[O:23])=[O:22])([CH3:27])([CH3:26])[CH3:25]. The catalyst class is: 34.